From a dataset of Reaction yield outcomes from USPTO patents with 853,638 reactions. Predict the reaction yield, written as a fraction of the theoretical maximum amount of product (1.0 means a 100% yield; for example, 0.34 means a 34% yield). (1) The reactants are CCN(C(C)C)C(C)C.[CH3:10][O:11][C:12]1[CH:13]=[CH:14][CH:15]=[C:16]2[C:21]=1[O:20][C:19](=[O:22])[C:18]([C:23]([OH:25])=O)=[CH:17]2.CN(C(ON1N=NC2C=CC=NC1=2)=[N+](C)C)C.F[P-](F)(F)(F)(F)F.[O:50]([C:57]1[CH:62]=[CH:61][C:60]([C:63]2[CH:68]=[CH:67][CH:66]=[C:65]([NH2:69])[CH:64]=2)=[CH:59][CH:58]=1)[C:51]1[CH:56]=[CH:55][CH:54]=[CH:53][CH:52]=1. The catalyst is CN(C=O)C. The product is [O:50]([C:57]1[CH:62]=[CH:61][C:60]([C:63]2[CH:68]=[CH:67][CH:66]=[C:65]([NH:69][C:23]([C:18]3[C:19](=[O:22])[O:20][C:21]4[C:16]([CH:17]=3)=[CH:15][CH:14]=[CH:13][C:12]=4[O:11][CH3:10])=[O:25])[CH:64]=2)=[CH:59][CH:58]=1)[C:51]1[CH:52]=[CH:53][CH:54]=[CH:55][CH:56]=1. The yield is 0.830. (2) The reactants are [S:1]1[C:5]2[CH:6]=[CH:7][CH:8]=[CH:9][C:4]=2[C:3]([N:10]2[CH2:15][CH2:14][N:13]([CH2:16][CH2:17][CH2:18][C:19]3[CH:24]=[CH:23][C:22]([NH:25][C:26](=[O:29])[CH:27]=[CH2:28])=[CH:21][CH:20]=3)[CH2:12][CH2:11]2)=[N:2]1.Cl.[CH2:31]([O:33][C:34](=[O:38])[CH2:35][NH:36][CH3:37])[CH3:32].C(N(CC)CC)C. The catalyst is CO.C(C1C(O)=C(C(C)(C)C)C=C(C)C=1)(C)(C)C. The product is [CH2:31]([O:33][C:34](=[O:38])[CH2:35][N:36]([CH2:28][CH2:27][C:26](=[O:29])[NH:25][C:22]1[CH:21]=[CH:20][C:19]([CH2:18][CH2:17][CH2:16][N:13]2[CH2:14][CH2:15][N:10]([C:3]3[C:4]4[CH:9]=[CH:8][CH:7]=[CH:6][C:5]=4[S:1][N:2]=3)[CH2:11][CH2:12]2)=[CH:24][CH:23]=1)[CH3:37])[CH3:32]. The yield is 0.881. (3) The reactants are [O:1]1[CH2:6][CH2:5][N:4]([CH2:7][C:8]([OH:10])=O)[CH2:3][CH2:2]1.CCN=C=NCCCN(C)C.Cl.[F:23][C:24]([F:66])([F:65])[C:25]1[CH:26]=[C:27]([CH:62]=[CH:63][CH:64]=1)[CH2:28][NH:29][C:30](=[O:61])[C:31]1[CH:36]=[CH:35][N:34]=[C:33]([C:37]2[CH:42]=[C:41]([N:43]3[CH2:48][CH2:47][CH2:46][CH2:45][CH2:44]3)[CH:40]=[CH:39][C:38]=2[NH:49][C:50](=[O:60])[C:51]2[CH:56]=[CH:55][CH:54]=[C:53]([CH2:57][NH:58][CH3:59])[CH:52]=2)[CH:32]=1. The catalyst is ClCCl.CN(C)C1C=CN=CC=1. The product is [CH3:59][N:58]([CH2:57][C:53]1[CH:52]=[C:51]([CH:56]=[CH:55][CH:54]=1)[C:50]([NH:49][C:38]1[CH:39]=[CH:40][C:41]([N:43]2[CH2:48][CH2:47][CH2:46][CH2:45][CH2:44]2)=[CH:42][C:37]=1[C:33]1[CH:32]=[C:31]([CH:36]=[CH:35][N:34]=1)[C:30]([NH:29][CH2:28][C:27]1[CH:62]=[CH:63][CH:64]=[C:25]([C:24]([F:65])([F:23])[F:66])[CH:26]=1)=[O:61])=[O:60])[C:8](=[O:10])[CH2:7][N:4]1[CH2:3][CH2:2][O:1][CH2:6][CH2:5]1. The yield is 0.260. (4) The reactants are [Cl:1][C:2]1[CH:3]=[C:4]2[C:13](=[C:14]3[C:19]=1[CH:18]=[CH:17][CH:16]=[N:15]3)[NH:12][S:11](=[O:21])(=[O:20])[C:10]1[C:5]2=[CH:6][C:7]([C:22](O)=[O:23])=[CH:8][CH:9]=1.[NH2:25][CH:26]([CH2:29][OH:30])[CH2:27][OH:28].CCN=C=NCCCN(C)C.Cl.C1C=CC2N(O)N=NC=2C=1. The catalyst is CN(C=O)C. The product is [OH:28][CH2:27][CH:26]([NH:25][C:22]([C:7]1[CH:6]=[C:5]2[C:10]([S:11](=[O:20])(=[O:21])[NH:12][C:13]3[C:4]2=[CH:3][C:2]([Cl:1])=[C:19]2[C:14]=3[N:15]=[CH:16][CH:17]=[CH:18]2)=[CH:9][CH:8]=1)=[O:23])[CH2:29][OH:30]. The yield is 0.330. (5) The reactants are [NH:1]1[C:9]2[CH:8]=[CH:7][CH:6]=[C:5]([C:10]([OH:12])=[O:11])[C:4]=2[CH:3]=[N:2]1.[CH3:13][Si](C=[N+]=[N-])(C)C. The catalyst is CO.ClCCl. The product is [CH3:13][O:11][C:10]([C:5]1[C:4]2[CH:3]=[N:2][NH:1][C:9]=2[CH:8]=[CH:7][CH:6]=1)=[O:12]. The yield is 0.500. (6) The reactants are [CH3:1][O:2][C:3]([C:5]1[CH:10]=[C:9](Cl)[N:8]=[C:7]([Cl:12])[N:6]=1)=[O:4].C(N(CC)CC)C.[NH:20]1[CH2:25][CH2:24][O:23][CH2:22][CH2:21]1. The catalyst is C(Cl)Cl.O. The product is [CH3:1][O:2][C:3]([C:5]1[CH:10]=[C:9]([N:20]2[CH2:25][CH2:24][O:23][CH2:22][CH2:21]2)[N:8]=[C:7]([Cl:12])[N:6]=1)=[O:4]. The yield is 0.940.